Dataset: Peptide-MHC class I binding affinity with 185,985 pairs from IEDB/IMGT. Task: Regression. Given a peptide amino acid sequence and an MHC pseudo amino acid sequence, predict their binding affinity value. This is MHC class I binding data. (1) The MHC is H-2-Kb with pseudo-sequence H-2-Kb. The peptide sequence is CALMDCIIF. The binding affinity (normalized) is 0.196. (2) The peptide sequence is KPDGSDSMDV. The MHC is HLA-B53:01 with pseudo-sequence HLA-B53:01. The binding affinity (normalized) is 0.